Dataset: B-cell epitopes from IEDB database with 3,159 antigens for binding position prediction. Task: Token-level Classification. Given an antigen amino acid sequence, predict which amino acid positions are active epitope sites capable of antibody binding. Output is a list of indices for active positions. (1) Given the antigen sequence: ALANDGTIVITGSISDQTCVIEEPSTLNHIKVVQLPKISKNALRNDGDTAGATPFDIKLKECPQELGALKLYFEPGITTNYDTGDLIAYKQTYNASGNGNLSTVSSATKAKGVEFRLANLNGQHIRMGTDKTTQAAQTFTGKVTNGSKSYTLRYLASYVKKPKEDVDAAQITSYVGFSVVYP, which amino acid positions are active epitope sites? The epitope positions are: [30, 31, 32, 33, 34, 35, 36, 37, 38, 39, 40, 41, 42, 43, 44, 45, 46]. The amino acids at these positions are: KVVQLPKISKNALRNDG. (2) Given the antigen sequence: MFLKNIFIGLAIALLVDATPTTTKRSAGFVALDFSVVKTPKAFPVTNGQEGKTSKRQAVPVTLHNEQVTYAADITVGSNNQKLNVIVDTGSSDLWVPDVNVDCQVTYSDQTADFCKQKGTYDPSGSSASQDLNTPFKIGYGDGSSSQGTLYKDTVGFGGVSIKNQVLADVDSTSIDQGILGVGYKTNEAGGSYDNVPVTLKKQGVIAKNAYSLYLNSPDAATGQIIFGGVDNAKYSGSLIALPVTSDRELRISLGSVEVSGKTINTDNVDVLLDSGTTITYLQQDLADQIIKAFNGKLTQDSNGNSFYEVDCNLSGDVVFNFSKNAKISVPASEFAASLQGDDGQPYDKCQLLFDVNDANILGDNFLRSAYIVYDLDDNEISLAQVKYTSASSISALT, which amino acid positions are active epitope sites? The epitope positions are: [51, 52, 53, 54, 55, 56, 57, 58, 59, 60, 61, 62]. The amino acids at these positions are: KTSKRQAVPVTL. (3) Given the antigen sequence: MKLNKIIGALVLSSTFVSMGASAAEKNITVTASVDPTIDLMQSDGTALPSAVNIAYLPGEKRFESARINTQVHTNNKTKGIQIKLTNDNVVMTNLSDPSKTIPLEVSFAGTKLSTAATSITADQLNFGAAGVETVSATKELVINAGSTQQTNIVAGNYQGLVSIVLTQEP, which amino acid positions are active epitope sites? The epitope positions are: [160, 161, 162, 163, 164, 165, 166]. The amino acids at these positions are: LVSIVLT. (4) Given the antigen sequence: MSNKFLGTWKLVSSENFDDYMKALGGVGLATRKLGNLAKPTVIISKKGDIITIRTESTFKNTEISFKLGQEFEETTADNRKTKSIVTLQRGSLNQVQRWDGKETTIKRKLVNGKMVA, which amino acid positions are active epitope sites? The epitope positions are: [0, 1, 2, 3, 4, 5, 6, 7, 8, 9, 10, 11, 12, 13, 14]. The amino acids at these positions are: MSNKFLGTWKLVSSE. (5) Given the antigen sequence: EVQLQQSGPELVKPGASVKMSCKASGYSFTGYFMNWVKQSHGKSLEWIGRINPYNGDTFYNQKFKGKATLTVDKSSSTAHMELRSLTSEDSALYYCARDSPYYYGSSYGYAMDYWGQGTSVTVSSG, which amino acid positions are active epitope sites? The epitope positions are: [58, 59, 60, 61, 62, 63, 64, 65, 66, 67, 68, 69]. The amino acids at these positions are: FYNQKFKGKATL.